Dataset: Catalyst prediction with 721,799 reactions and 888 catalyst types from USPTO. Task: Predict which catalyst facilitates the given reaction. (1) Reactant: [F:1][C:2]1[CH:11]=[C:10]2[C:5]([C:6]([CH3:13])=[CH:7][C:8](=[O:12])[NH:9]2)=[CH:4][CH:3]=1.[H-].[Na+].[N+:16]([C:19]1[CH:24]=[CH:23][CH:22]=[CH:21][C:20]=1[S:25]([N:28]1[CH2:30][CH:29]1[C@H:31]1[CH2:36][CH2:35][C@H:34]([NH:37][C:38](=[O:44])[O:39][C:40]([CH3:43])([CH3:42])[CH3:41])[CH2:33][CH2:32]1)(=[O:27])=[O:26])([O-:18])=[O:17]. Product: [F:1][C:2]1[CH:11]=[C:10]2[C:5]([C:6]([CH3:13])=[CH:7][C:8](=[O:12])[N:9]2[CH2:30][CH:29]([C@H:31]2[CH2:36][CH2:35][C@H:34]([NH:37][C:38](=[O:44])[O:39][C:40]([CH3:43])([CH3:42])[CH3:41])[CH2:33][CH2:32]2)[NH:28][S:25]([C:20]2[CH:21]=[CH:22][CH:23]=[CH:24][C:19]=2[N+:16]([O-:18])=[O:17])(=[O:26])=[O:27])=[CH:4][CH:3]=1. The catalyst class is: 3. (2) Reactant: [F:1][C:2]1[C:9]([OH:10])=[CH:8][CH:7]=[CH:6][C:3]=1[CH:4]=[O:5].[H-].[Na+].[CH2:13](Br)[C:14]1[CH:19]=[CH:18][CH:17]=[CH:16][CH:15]=1. Product: [F:1][C:2]1[C:9]([O:10][CH2:13][C:14]2[CH:19]=[CH:18][CH:17]=[CH:16][CH:15]=2)=[CH:8][CH:7]=[CH:6][C:3]=1[CH:4]=[O:5]. The catalyst class is: 9. (3) Reactant: [CH3:1][C:2]1[O:6][C:5]([C:7]2[CH:8]=[N:9][NH:10][C:11]=2[NH2:12])=[N:4][CH:3]=1.[CH3:13][N:14]1[C:22]2[C:17](=[CH:18][C:19]([C:23](=O)[CH2:24][C:25](OCC)=[O:26])=[CH:20][CH:21]=2)[CH:16]=[N:15]1.CC1C=CC(S(O)(=O)=O)=CC=1. Product: [CH3:13][N:14]1[C:22]2[C:17](=[CH:18][C:19]([C:23]3[NH:12][C:11]4[N:10]([N:9]=[CH:8][C:7]=4[C:5]4[O:6][C:2]([CH3:1])=[CH:3][N:4]=4)[C:25](=[O:26])[CH:24]=3)=[CH:20][CH:21]=2)[CH:16]=[N:15]1. The catalyst class is: 114.